This data is from Catalyst prediction with 721,799 reactions and 888 catalyst types from USPTO. The task is: Predict which catalyst facilitates the given reaction. (1) Reactant: [NH:1]1[CH2:6][CH2:5][O:4][CH2:3][CH2:2]1.[O:7]=[C:8]1[C:16](=[C:17]2[CH:26]=[CH:25][C:24]3[C:19](=[CH:20][CH:21]=[C:22]([O:27][CH2:28][C:29](O)=[O:30])[CH:23]=3)[NH:18]2)[C:15]2[C:10](=[CH:11][CH:12]=[CH:13][CH:14]=2)[NH:9]1.ON1C2C=CC=CC=2N=N1.Cl.C(N=C=NCCCN(C)C)C. Product: [N:1]1([C:29](=[O:30])[CH2:28][O:27][C:22]2[CH:23]=[C:24]3[C:19](=[CH:20][CH:21]=2)[NH:18][C:17](=[C:16]2[C:15]4[C:10](=[CH:11][CH:12]=[CH:13][CH:14]=4)[NH:9][C:8]2=[O:7])[CH:26]=[CH:25]3)[CH2:6][CH2:5][O:4][CH2:3][CH2:2]1. The catalyst class is: 136. (2) Reactant: [F:1][CH:2]([F:15])[C:3]1[CH:7]=[C:6]([CH:8]([F:10])[F:9])[N:5]([CH2:11][C:12]([OH:14])=O)[N:4]=1.C(Cl)(=O)C(Cl)=O.[Cl-].[F:23][C:24]1[C:29]([OH:30])=[CH:28][CH:27]=[C:26]([F:31])[C:25]=1[CH:32]1[O:36][N:35]=[C:34]([C:37]2[N:38]=[C:39]([CH:42]3[CH2:47][CH2:46][NH2+:45][CH2:44][CH2:43]3)[S:40][CH:41]=2)[CH2:33]1.C(N(CC)CC)C.C(=O)([O-])O.[Na+]. Product: [F:15][CH:2]([F:1])[C:3]1[CH:7]=[C:6]([CH:8]([F:9])[F:10])[N:5]([CH2:11][C:12]([N:45]2[CH2:46][CH2:47][CH:42]([C:39]3[S:40][CH:41]=[C:37]([C:34]4[CH2:33][CH:32]([C:25]5[C:26]([F:31])=[CH:27][CH:28]=[C:29]([OH:30])[C:24]=5[F:23])[O:36][N:35]=4)[N:38]=3)[CH2:43][CH2:44]2)=[O:14])[N:4]=1. The catalyst class is: 120. (3) Reactant: [NH2:1][C:2]1[CH:7]=[CH:6][C:5]([C:8]2[N:13]=[C:12]([NH:14][C:15]3[CH:20]=[C:19]([O:21][CH3:22])[C:18]([O:23][CH3:24])=[C:17]([O:25][CH3:26])[CH:16]=3)[C:11]3=[C:27]([CH3:31])[N:28]=[C:29]([CH3:30])[N:10]3[N:9]=2)=[CH:4][CH:3]=1.[C:32](O)(=[O:35])[CH2:33][OH:34].CN(C(ON1N=NC2C=CC=NC1=2)=[N+](C)C)C.F[P-](F)(F)(F)(F)F.C(Cl)CCl. Product: [CH3:31][C:27]1[N:28]=[C:29]([CH3:30])[N:10]2[C:11]=1[C:12]([NH:14][C:15]1[CH:20]=[C:19]([O:21][CH3:22])[C:18]([O:23][CH3:24])=[C:17]([O:25][CH3:26])[CH:16]=1)=[N:13][C:8]([C:5]1[CH:4]=[CH:3][C:2]([NH:1][C:33](=[O:34])[CH2:32][OH:35])=[CH:7][CH:6]=1)=[N:9]2. The catalyst class is: 3. (4) Reactant: [Br:1][C:2]1[CH:11]=[CH:10][C:5]([C:6](=O)[CH2:7]Br)=[CH:4][CH:3]=1.[NH2:12][C:13]1[CH:18]=[CH:17][CH:16]=[CH:15][N:14]=1.C(=O)([O-])O.[Na+]. Product: [Br:1][C:2]1[CH:11]=[CH:10][C:5]([C:6]2[N:12]=[C:13]3[CH:18]=[CH:17][CH:16]=[CH:15][N:14]3[CH:7]=2)=[CH:4][CH:3]=1. The catalyst class is: 8.